Dataset: Forward reaction prediction with 1.9M reactions from USPTO patents (1976-2016). Task: Predict the product of the given reaction. (1) The product is: [NH2:23][CH2:22][CH2:21][N:20]([CH2:39][CH2:40][OH:41])[C:18](=[O:19])[C:17]([S:14]([C:12]1[CH:11]=[CH:10][C:9]2[N:5]([CH2:4][CH:1]3[CH2:3][CH2:2]3)[C:6]([CH2:33][C:34]([CH3:37])([CH3:36])[CH3:35])=[N:7][C:8]=2[CH:13]=1)(=[O:15])=[O:16])([CH3:32])[CH3:31]. Given the reactants [CH:1]1([CH2:4][N:5]2[C:9]3[CH:10]=[CH:11][C:12]([S:14]([C:17]([CH3:32])([CH3:31])[C:18]([NH:20][CH2:21][CH2:22][NH:23]C(=O)OC(C)(C)C)=[O:19])(=[O:16])=[O:15])=[CH:13][C:8]=3[N:7]=[C:6]2[CH2:33][C:34]([CH3:37])([CH3:36])[CH3:35])[CH2:3][CH2:2]1.F[C:39](F)(F)[C:40](O)=[O:41], predict the reaction product. (2) Given the reactants [F:1][C:2]([F:9])([F:8])[C:3](OCC)=O.O.[NH2:11][NH2:12].[C:13]1([N:19]=[C:20]([C:24]2[CH:29]=[CH:28][C:27]([F:30])=[CH:26][CH:25]=2)SCC)[CH:18]=[CH:17][CH:16]=[CH:15][CH:14]=1, predict the reaction product. The product is: [F:30][C:27]1[CH:28]=[CH:29][C:24]([C:20]2[N:19]([C:13]3[CH:18]=[CH:17][CH:16]=[CH:15][CH:14]=3)[C:3]([C:2]([F:1])([F:8])[F:9])=[N:12][N:11]=2)=[CH:25][CH:26]=1. (3) Given the reactants [NH:1]1[CH2:6][CH2:5][CH:4]([CH2:7][OH:8])[CH2:3][CH2:2]1.C(N(CC)C(C)C)(C)C.Cl[C:19]1[N:24]=[CH:23][N:22]=[C:21]([O:25][C:26]2[CH:52]=[CH:51][CH:50]=[CH:49][C:27]=2[CH2:28][NH:29][C:30]([NH:32][C:33]2[N:37]([C:38]3[CH:43]=[CH:42][C:41]([CH3:44])=[CH:40][CH:39]=3)[N:36]=[C:35]([C:45]([CH3:48])([CH3:47])[CH3:46])[CH:34]=2)=[O:31])[CH:20]=1.C(=O)(O)[O-].[Na+], predict the reaction product. The product is: [C:45]([C:35]1[CH:34]=[C:33]([NH:32][C:30]([NH:29][CH2:28][C:27]2[CH:49]=[CH:50][CH:51]=[CH:52][C:26]=2[O:25][C:21]2[CH:20]=[C:19]([N:1]3[CH2:6][CH2:5][CH:4]([CH2:7][OH:8])[CH2:3][CH2:2]3)[N:24]=[CH:23][N:22]=2)=[O:31])[N:37]([C:38]2[CH:39]=[CH:40][C:41]([CH3:44])=[CH:42][CH:43]=2)[N:36]=1)([CH3:48])([CH3:46])[CH3:47]. (4) Given the reactants [C:1]1([NH:7][C:8](=[O:14])[NH:9][CH2:10][C:11]([OH:13])=O)[CH:6]=[CH:5][CH:4]=[CH:3][CH:2]=1.[CH3:15][C:16]1[CH:21]=[C:20]([CH3:22])[N:19]=[C:18]2[S:23][N:24]([CH2:27][C:28](=[O:35])[N:29]3[CH2:34][CH2:33][NH:32][CH2:31][CH2:30]3)[C:25](=[O:26])[C:17]=12.C(Cl)CCl.CCN(C(C)C)C(C)C, predict the reaction product. The product is: [CH3:15][C:16]1[CH:21]=[C:20]([CH3:22])[N:19]=[C:18]2[S:23][N:24]([CH2:27][C:28]([N:29]3[CH2:30][CH2:31][N:32]([C:11](=[O:13])[CH2:10][NH:9][C:8]([NH:7][C:1]4[CH:2]=[CH:3][CH:4]=[CH:5][CH:6]=4)=[O:14])[CH2:33][CH2:34]3)=[O:35])[C:25](=[O:26])[C:17]=12. (5) Given the reactants [C:1]([OH:5])(=[O:4])[CH:2]=[CH2:3].[CH3:6][CH2:7][CH3:8], predict the reaction product. The product is: [C:1]([OH:5])(=[O:4])[CH:2]=[CH2:3].[CH2:6]=[CH:7][CH3:8].[CH:1]([CH:2]=[CH2:3])=[O:4]. (6) Given the reactants COC(C1C=C(O)C2C(=C(OCC3C=CC=CC=3)C=C(C#CCOCC3C=CC=CC=3)C=2)N=1)=O.[CH3:35][O:36][C:37]([C:39]1[CH:48]=[C:47]([C:49]#[C:50][CH2:51][NH:52][C:53]([O:55][C:56]([CH3:59])([CH3:58])[CH3:57])=[O:54])[C:46]2[C:41](=[C:42]([O:60]CC3C=CC=CC=3)[CH:43]=[CH:44][CH:45]=2)[N:40]=1)=[O:38], predict the reaction product. The product is: [CH3:35][O:36][C:37]([C:39]1[CH:48]=[C:47]([CH2:49][CH2:50][CH2:51][NH:52][C:53]([O:55][C:56]([CH3:58])([CH3:57])[CH3:59])=[O:54])[C:46]2[C:41](=[C:42]([OH:60])[CH:43]=[CH:44][CH:45]=2)[N:40]=1)=[O:38]. (7) Given the reactants [NH2:1][C:2]1[CH:7]=[CH:6][C:5]([N:8]2[C:14]3[CH:15]=[CH:16][CH:17]=[C:18]([CH3:19])[C:13]=3[NH:12][C:11](=[O:20])[CH2:10][C:9]2=[O:21])=[CH:4][CH:3]=1.[Cl:22][C:23]1[CH:33]=[CH:32][CH:31]=[CH:30][C:24]=1[CH2:25][S:26](Cl)(=[O:28])=[O:27], predict the reaction product. The product is: [Cl:22][C:23]1[CH:33]=[CH:32][CH:31]=[CH:30][C:24]=1[CH2:25][S:26]([NH:1][C:2]1[CH:7]=[CH:6][C:5]([N:8]2[C:9](=[O:21])[CH2:10][C:11](=[O:20])[NH:12][C:13]3[C:18]([CH3:19])=[CH:17][CH:16]=[CH:15][C:14]2=3)=[CH:4][CH:3]=1)(=[O:28])=[O:27]. (8) Given the reactants [Br:1][C:2]1[CH:3]=[CH:4][C:5]2[O:9][C:8]([C:10](=[O:12])[NH2:11])=[C:7]([NH:13][C:14]([CH:16]3[CH2:20]CCN3C(OC(C)(C)C)=O)=[O:15])[C:6]=2[CH:28]=1.[Cl:29]C(C)C(Cl)=O, predict the reaction product. The product is: [Br:1][C:2]1[CH:3]=[CH:4][C:5]2[O:9][C:8]([C:10]([NH2:11])=[O:12])=[C:7]([NH:13][C:14](=[O:15])[CH:16]([Cl:29])[CH3:20])[C:6]=2[CH:28]=1. (9) Given the reactants [NH:1]1[CH2:6][CH:5]=[C:4]([C:7]2[C:15]3[C:10](=[CH:11][CH:12]=[C:13]([C:16]#[N:17])[CH:14]=3)[NH:9][CH:8]=2)[CH2:3][CH2:2]1.Br[C:19]1[C:24]([O:25][CH2:26][C@@H:27]2[CH2:29][O:28]2)=[CH:23][CH:22]=[CH:21][N:20]=1.CC1C=CC(P(C2C=CC3C(=CC=CC=3)C=2C2C3C(=CC=CC=3)C=CC=2P(C2C=CC(C)=CC=2)C2C=CC(C)=CC=2)C2C=CC(C)=CC=2)=CC=1.C(=O)([O-])[O-].[K+].[K+], predict the reaction product. The product is: [O:25]1[C:24]2[C:19](=[N:20][CH:21]=[CH:22][CH:23]=2)[O:28][CH:27]([CH2:29][N:1]2[CH2:2][CH:3]=[C:4]([C:7]3[C:15]4[C:10](=[CH:11][CH:12]=[C:13]([C:16]#[N:17])[CH:14]=4)[NH:9][CH:8]=3)[CH2:5][CH2:6]2)[CH2:26]1. (10) Given the reactants [CH2:1]([N:3]([CH2:8][CH3:9])[CH2:4][CH2:5][CH2:6][NH2:7])[CH3:2].Cl[C:11](OC)=O.C(=O)([O-])O.[Na+].[H-].[Al+3].[Li+].[H-].[H-].[H-].[OH-].[Na+], predict the reaction product. The product is: [CH2:1]([N:3]([CH2:8][CH3:9])[CH2:4][CH2:5][CH2:6][NH:7][CH3:11])[CH3:2].